This data is from Experimentally validated miRNA-target interactions with 360,000+ pairs, plus equal number of negative samples. The task is: Binary Classification. Given a miRNA mature sequence and a target amino acid sequence, predict their likelihood of interaction. The miRNA is hsa-miR-662 with sequence UCCCACGUUGUGGCCCAGCAG. The protein sequence of the target gene is MALSKGLRLLGRLGAEGDCSVLLEARGRDDCLLFEAGTVATLAPEEKEVIKGQYGKLTDAYGCLGELRLKSGGTSLSFLVLVTGCTSVGRIPDAEIYKITATDFYPLQEEAKEEERLIALKKILSSGVFYFSWPNDGSRFDLTVRTQKQGDDSSEWGNSFFWNQLLHVPLRQHQVSCCDWLLKIICGVVTIRTVYASHKQAKACLVSRVSCERTGTRFHTRGVNDDGHVSNFVETEQMIYMDDGVSSFVQIRGSVPLFWEQPGLQVGSHHLRLHRGLEANAPAFDRHMVLLKEQYGQQVV.... Result: 0 (no interaction).